This data is from Forward reaction prediction with 1.9M reactions from USPTO patents (1976-2016). The task is: Predict the product of the given reaction. (1) Given the reactants [OH:1][CH2:2][C:3]1[CH:8]=[CH:7][N:6]=[CH:5][CH:4]=1.[N+:9]([C:12]1[CH:17]=[C:16]([N+:18]([O-:20])=[O:19])[CH:15]=[CH:14][C:13]=1[O:21]N)([O-:11])=[O:10].C(OCC)C, predict the reaction product. The product is: [N+:9]([C:12]1[CH:17]=[C:16]([N+:18]([O-:20])=[O:19])[CH:15]=[CH:14][C:13]=1[O-:21])([O-:11])=[O:10].[NH2:9][N+:6]1[CH:7]=[CH:8][C:3]([CH2:2][OH:1])=[CH:4][CH:5]=1. (2) Given the reactants [F:1][C:2]1[CH:7]=[CH:6][C:5]([CH2:8][C:9]([N:11]=[C:12]=[S:13])=[O:10])=[CH:4][CH:3]=1.[NH2:14][C:15]1[CH:40]=[CH:39][C:18]([O:19][C:20]2[CH:25]=[C:24]([NH:26][C:27]([N:29]3[CH2:34][CH2:33][CH:32]([CH2:35][N:36]([CH3:38])[CH3:37])[CH2:31][CH2:30]3)=[O:28])[N:23]=[CH:22][N:21]=2)=[C:17]([F:41])[CH:16]=1.C12(CS(O)(=O)=O)C(C)(C)C(CC1)CC2=O, predict the reaction product. The product is: [CH3:38][N:36]([CH2:35][CH:32]1[CH2:33][CH2:34][N:29]([C:27]([NH:26][C:24]2[CH:25]=[C:20]([O:19][C:18]3[CH:39]=[CH:40][C:15]([NH:14][C:12]([NH:11][C:9](=[O:10])[CH2:8][C:5]4[CH:4]=[CH:3][C:2]([F:1])=[CH:7][CH:6]=4)=[S:13])=[CH:16][C:17]=3[F:41])[N:21]=[CH:22][N:23]=2)=[O:28])[CH2:30][CH2:31]1)[CH3:37].